This data is from TCR-epitope binding with 47,182 pairs between 192 epitopes and 23,139 TCRs. The task is: Binary Classification. Given a T-cell receptor sequence (or CDR3 region) and an epitope sequence, predict whether binding occurs between them. (1) The epitope is FTYASALWEI. The TCR CDR3 sequence is CASSVRSSMNTEAFF. Result: 0 (the TCR does not bind to the epitope). (2) The epitope is YIFFASFYY. The TCR CDR3 sequence is CASSLGTEETQYF. Result: 1 (the TCR binds to the epitope). (3) The epitope is FLNGSCGSV. The TCR CDR3 sequence is CSVEGLAGGFSYNEQFF. Result: 0 (the TCR does not bind to the epitope). (4) The epitope is KLGGALQAK. The TCR CDR3 sequence is CASSEGRAGGYTF. Result: 0 (the TCR does not bind to the epitope). (5) The TCR CDR3 sequence is CASSYLGQGGNEQFF. Result: 1 (the TCR binds to the epitope). The epitope is FVDGVPFVV. (6) The epitope is FVDGVPFVV. The TCR CDR3 sequence is CASSTLSGLPPAGELFF. Result: 1 (the TCR binds to the epitope). (7) The epitope is VLWAHGFEL. The TCR CDR3 sequence is CASSMGLMSVDEQFF. Result: 1 (the TCR binds to the epitope). (8) The epitope is FTYASALWEI. The TCR CDR3 sequence is CSVELSGINQPQHF. Result: 0 (the TCR does not bind to the epitope). (9) The epitope is CINGVCWTV. The TCR CDR3 sequence is CASSQEVGTSGEGEQFF. Result: 1 (the TCR binds to the epitope). (10) The epitope is KLVALGINAV. The TCR CDR3 sequence is CASDSNTEAFF. Result: 1 (the TCR binds to the epitope).